This data is from Reaction yield outcomes from USPTO patents with 853,638 reactions. The task is: Predict the reaction yield, written as a fraction of the theoretical maximum amount of product (1.0 means a 100% yield; for example, 0.34 means a 34% yield). (1) The reactants are [Cl:1][C:2]1[CH:7]=[CH:6][CH:5]=[C:4]([Cl:8])[C:3]=1[CH2:9][O:10][C:11]1[CH:16]=[CH:15][C:14]2[C:17]3([CH2:23][O:24][C:13]=2[CH:12]=1)[CH2:22][CH2:21][NH:20][CH2:19][CH2:18]3.O=[C:26]1[CH2:29][CH:28]([C:30]([O:32][C:33]([CH3:36])([CH3:35])[CH3:34])=[O:31])[CH2:27]1.C(O[BH-](OC(=O)C)OC(=O)C)(=O)C.[Na+]. The catalyst is ClC(Cl)C.CCOC(C)=O. The product is [Cl:8][C:4]1[CH:5]=[CH:6][CH:7]=[C:2]([Cl:1])[C:3]=1[CH2:9][O:10][C:11]1[CH:16]=[CH:15][C:14]2[C:17]3([CH2:23][O:24][C:13]=2[CH:12]=1)[CH2:18][CH2:19][N:20]([CH:26]1[CH2:27][CH:28]([C:30]([O:32][C:33]([CH3:36])([CH3:35])[CH3:34])=[O:31])[CH2:29]1)[CH2:21][CH2:22]3. The yield is 0.650. (2) The reactants are [Si]([O:8][CH2:9][CH2:10][N:11]([C:19]1[C:20]([Cl:30])=[N:21][N:22]([C:24]2[CH:25]=[N:26][CH:27]=[CH:28][CH:29]=2)[CH:23]=1)[C:12](=[O:18])[CH:13]([CH3:17])[CH2:14][S:15][CH3:16])(C(C)(C)C)(C)C.[F-].C([N+](CCCC)(CCCC)CCCC)CCC. The catalyst is O1CCCC1.[Cl-].[Na+].O. The product is [Cl:30][C:20]1[C:19]([N:11]([CH2:10][CH2:9][OH:8])[C:12](=[O:18])[CH:13]([CH3:17])[CH2:14][S:15][CH3:16])=[CH:23][N:22]([C:24]2[CH:25]=[N:26][CH:27]=[CH:28][CH:29]=2)[N:21]=1. The yield is 0.565. (3) The reactants are [F:1][C:2]1[C:3]([O:29]CC2C=CC=CC=2)=[C:4]([C:8]2[N:13]([CH2:14][CH2:15][C:16]3[CH:21]=[CH:20][CH:19]=[CH:18][CH:17]=3)[C:12](=[O:22])[C:11]([C:23]3[S:24][CH:25]=[CH:26][CH:27]=3)=[C:10]([CH3:28])[N:9]=2)[CH:5]=[CH:6][CH:7]=1.Br. The catalyst is C(O)(=O)C.O. The product is [F:1][C:2]1[C:3]([OH:29])=[C:4]([C:8]2[N:13]([CH2:14][CH2:15][C:16]3[CH:21]=[CH:20][CH:19]=[CH:18][CH:17]=3)[C:12](=[O:22])[C:11]([C:23]3[S:24][CH:25]=[CH:26][CH:27]=3)=[C:10]([CH3:28])[N:9]=2)[CH:5]=[CH:6][CH:7]=1. The yield is 0.910. (4) The reactants are Cl.[NH2:2][C@@H:3]1[C:11]2[C:6](=[C:7]([C:12]3[N:16]=[C:15]([C:17]4[CH:18]=[CH:19][C:20]([O:25][CH:26]([CH3:28])[CH3:27])=[C:21]([CH:24]=4)[C:22]#[N:23])[O:14][N:13]=3)[CH:8]=[CH:9][CH:10]=2)[CH2:5][CH2:4]1.[CH3:29][O:30][C:31](=[O:37])[CH2:32][S:33](Cl)(=[O:35])=[O:34]. The catalyst is C(Cl)Cl. The product is [C:22]([C:21]1[CH:24]=[C:17]([C:15]2[O:14][N:13]=[C:12]([C:7]3[CH:8]=[CH:9][CH:10]=[C:11]4[C:6]=3[CH2:5][CH2:4][C@@H:3]4[NH:2][S:33]([CH2:32][C:31]([O:30][CH3:29])=[O:37])(=[O:35])=[O:34])[N:16]=2)[CH:18]=[CH:19][C:20]=1[O:25][CH:26]([CH3:28])[CH3:27])#[N:23]. The yield is 0.420. (5) The reactants are [C:1]([O:5][C:6](=[O:18])[NH:7][CH2:8][CH2:9][O:10][Si:11]([C:14]([CH3:17])([CH3:16])[CH3:15])([CH3:13])[CH3:12])([CH3:4])([CH3:3])[CH3:2].[H-].[Na+].I[CH3:22]. The catalyst is CN(C)C=O. The product is [C:1]([O:5][C:6](=[O:18])[N:7]([CH2:8][CH2:9][O:10][Si:11]([C:14]([CH3:17])([CH3:16])[CH3:15])([CH3:12])[CH3:13])[CH3:22])([CH3:4])([CH3:2])[CH3:3]. The yield is 0.700. (6) The reactants are [CH2:1]([C:8]1[C:9]([NH2:22])=[N:10][CH:11]=[C:12]([C:14]2[CH:19]=[CH:18][C:17]([O:20][CH3:21])=[CH:16][CH:15]=2)[N:13]=1)[C:2]1[CH:7]=[CH:6][CH:5]=[CH:4][CH:3]=1.[CH3:23][O:24][C:25]1[CH:30]=[CH:29][C:28]([N:31]=[C:32]=[O:33])=[CH:27][CH:26]=1. The catalyst is ClCCCl. The product is [CH2:1]([C:8]1[C:9]([NH:22][C:32]([NH:31][C:28]2[CH:29]=[CH:30][C:25]([O:24][CH3:23])=[CH:26][CH:27]=2)=[O:33])=[N:10][CH:11]=[C:12]([C:14]2[CH:19]=[CH:18][C:17]([O:20][CH3:21])=[CH:16][CH:15]=2)[N:13]=1)[C:2]1[CH:7]=[CH:6][CH:5]=[CH:4][CH:3]=1. The yield is 0.592.